This data is from Experimentally validated miRNA-target interactions with 360,000+ pairs, plus equal number of negative samples. The task is: Binary Classification. Given a miRNA mature sequence and a target amino acid sequence, predict their likelihood of interaction. (1) The miRNA is hsa-miR-92b-3p with sequence UAUUGCACUCGUCCCGGCCUCC. The protein sequence of the target gene is MRPVRLMKVFVTRRIPAEGRVALARAADCEVEQWDSDEPIPAKELERGVAGAHGLLCLLSDHVDKRILDAAGANLKVISTMSVGIDHLALDEIKKRGIRVGYTPDVLTDTTAELAVSLLLTTCRRLPEAIEEVKNGGWTSWKPLWLCGYGLTQSTVGIIGLGRIGQAIARRLKPFGVQRFLYTGRQPRPEEAAEFQAEFVSTPELAAQSDFIVVACSLTPATEGLCNKDFFQKMKETAVFINISRGDVVNQDDLYQALASGKIAAAGLDVTSPEPLPTNHPLLTLKNCVILPHIGSATHR.... Result: 1 (interaction). (2) The miRNA is rno-miR-350 with sequence UUCACAAAGCCCAUACACUUUCAC. The protein sequence of the target gene is MPRYAQLVMGPAGSGKSTYCATMVQHCEALNRSVQVVNLDPAAEHFNYSVMADIRELIEVDDVMEDDSLRFGPNGGLVFCMEYFANNFDWLENCLGHVEDDYILFDCPGQIELYTHLPVMKQLVQQLEQWEFRVCGVFLVDSQFMVESFKFISGILAALSAMISLEIPQVNIMTKMDLLSKKAKKEIEKFLDPDMYSLLEDSTSDLRSKKFKKLTKAICGLIDDYSMVRFLPYDQSDEESMNIVLQHIDFAIQYGEDLEFKEPKEREDESSSMFDEYFQECQDE. Result: 0 (no interaction).